Predict the reactants needed to synthesize the given product. From a dataset of Retrosynthesis with 50K atom-mapped reactions and 10 reaction types from USPTO. (1) The reactants are: O=C1COc2ccc(Br)nc2N1.c1ccc2c(c1)CCC21COCCN1. Given the product O=C1COc2ccc(N3CCOCC34CCc3ccccc34)nc2N1, predict the reactants needed to synthesize it. (2) Given the product CC(=O)C=CC=Cc1ccc(OCc2ccccc2)cc1, predict the reactants needed to synthesize it. The reactants are: CC(=O)C=P(c1ccccc1)(c1ccccc1)c1ccccc1.O=CC=Cc1ccc(OCc2ccccc2)cc1. (3) Given the product CCC(=O)N1CCC(NC(=O)c2c(C)[nH]c3c(-c4cc(F)c(OC)cc4OCC4CC4)ncnc23)CC1, predict the reactants needed to synthesize it. The reactants are: CCC(=O)Cl.COc1cc(OCC2CC2)c(-c2ncnc3c(C(=O)NC4CCNCC4)c(C)[nH]c23)cc1F. (4) Given the product Cc1ccc(S(=O)(=O)CC#N)cc1, predict the reactants needed to synthesize it. The reactants are: Cc1ccc(S(=O)[O-])cc1.N#CCBr.